Dataset: Catalyst prediction with 721,799 reactions and 888 catalyst types from USPTO. Task: Predict which catalyst facilitates the given reaction. (1) Reactant: [CH2:1]([NH:3][C:4]1[C:9]([N+:10]([O-])=O)=[CH:8][CH:7]=[C:6]([C:13]([F:16])([F:15])[F:14])[N:5]=1)[CH3:2]. Product: [NH2:10][C:9]1[C:4]([NH:3][CH2:1][CH3:2])=[N:5][C:6]([C:13]([F:14])([F:15])[F:16])=[CH:7][CH:8]=1. The catalyst class is: 105. (2) Reactant: [C:1](Cl)(=[O:5])[C:2]([Cl:4])=O.[C:7](#[N:11])[CH:8]([CH3:10])[OH:9].[ClH:12].C(N(CC)CC)C. Product: [Cl:4][C:2]1[C:1](=[O:5])[O:9][C:8]([CH3:10])=[C:7]([Cl:12])[N:11]=1. The catalyst class is: 11. (3) Reactant: [C:1]([N:8]1[CH2:12][CH2:11][CH:10](C(O)=O)[CH2:9]1)([O:3][C:4]([CH3:7])([CH3:6])[CH3:5])=[O:2].C(N(CC)C(C)C)(C)C.CN(C(ON1N=NC2C=CC=NC1=2)=[N+](C)C)C.F[P-](F)(F)(F)(F)F.ONC(=N)C. Product: [C:4]([O:3][C:1]([N:8]1[CH2:12][CH2:11][CH2:10][CH2:9]1)=[O:2])([CH3:7])([CH3:5])[CH3:6]. The catalyst class is: 3.